The task is: Regression. Given a peptide amino acid sequence and an MHC pseudo amino acid sequence, predict their binding affinity value. This is MHC class I binding data.. This data is from Peptide-MHC class I binding affinity with 185,985 pairs from IEDB/IMGT. (1) The peptide sequence is IFLIITKVF. The MHC is HLA-A02:06 with pseudo-sequence HLA-A02:06. The binding affinity (normalized) is 0.0847. (2) The binding affinity (normalized) is 0.549. The peptide sequence is RRKAKIIK. The MHC is HLA-B27:05 with pseudo-sequence HLA-B27:05. (3) The peptide sequence is AYMLFTKFF. The MHC is HLA-A23:01 with pseudo-sequence HLA-A23:01. The binding affinity (normalized) is 0.760.